This data is from Reaction yield outcomes from USPTO patents with 853,638 reactions. The task is: Predict the reaction yield, written as a fraction of the theoretical maximum amount of product (1.0 means a 100% yield; for example, 0.34 means a 34% yield). (1) The reactants are O[C:2]1([CH2:13][C:14](=[O:16])[CH3:15])[C:10]2[C:5](=[CH:6][CH:7]=[C:8]([CH3:11])[CH:9]=2)[NH:4][C:3]1=O.C(OCC)(=O)C.O. The catalyst is C1COCC1. The product is [CH3:11][C:8]1[CH:9]=[C:10]2[C:5](=[CH:6][CH:7]=1)[NH:4][CH:3]=[C:2]2[CH2:13][CH:14]([OH:16])[CH3:15]. The yield is 0.780. (2) The reactants are [CH3:1][O:2][C:3]1[CH:8]=[CH:7][C:6]([C:9]2[NH:14][C:13](=O)[C:12]3[CH:16]=[CH:17][S:18][C:11]=3[CH:10]=2)=[CH:5][CH:4]=1.P(Cl)(Cl)([Cl:21])=O. No catalyst specified. The product is [Cl:21][C:13]1[C:12]2[CH:16]=[CH:17][S:18][C:11]=2[CH:10]=[C:9]([C:6]2[CH:7]=[CH:8][C:3]([O:2][CH3:1])=[CH:4][CH:5]=2)[N:14]=1. The yield is 0.730.